This data is from Peptide-MHC class I binding affinity with 185,985 pairs from IEDB/IMGT. The task is: Regression. Given a peptide amino acid sequence and an MHC pseudo amino acid sequence, predict their binding affinity value. This is MHC class I binding data. (1) The peptide sequence is YCAVVPLVY. The MHC is HLA-B57:01 with pseudo-sequence HLA-B57:01. The binding affinity (normalized) is 0.167. (2) The binding affinity (normalized) is 0.231. The MHC is HLA-B45:01 with pseudo-sequence HLA-B45:01. The peptide sequence is EMKTDAATLAQ. (3) The peptide sequence is MAMTGLPQA. The MHC is HLA-B57:01 with pseudo-sequence HLA-B57:01. The binding affinity (normalized) is 0.0847. (4) The peptide sequence is FAADKDSLY. The MHC is HLA-B35:01 with pseudo-sequence HLA-B35:01. The binding affinity (normalized) is 1.00. (5) The peptide sequence is KTKPPLPSVKK. The MHC is HLA-B40:01 with pseudo-sequence HLA-B40:01. The binding affinity (normalized) is 0.